Dataset: Tox21: 12 toxicity assays (nuclear receptors and stress response pathways). Task: Binary classification across 12 toxicity assays. It tested positive (active) for: NR-ER (Estrogen Receptor agonist activity). The molecule is CC(C)(C)c1ccc(OCC2CO2)cc1.